This data is from Catalyst prediction with 721,799 reactions and 888 catalyst types from USPTO. The task is: Predict which catalyst facilitates the given reaction. (1) Reactant: CCN(C(C)C)C(C)C.C1C=CC2N(O)N=NC=2C=1.CCN=C=NCCCN(C)C.[F:31][C:32]1[CH:37]=[CH:36][C:35]([C:38]2[NH:42][N:41]=[C:40]([C:43]([OH:45])=O)[CH:39]=2)=[CH:34][CH:33]=1.FC1C=C(C(=O)C)C=CC=1.Cl.[NH2:57][CH2:58][C:59]([N:61]1[CH2:66][CH2:65][N:64]([C:67](=[O:79])[C:68]2[CH:73]=[C:72]([F:74])[CH:71]=[CH:70][C:69]=2[C:75]([F:78])([F:77])[F:76])[CH2:63][CH2:62]1)=[O:60].FC1C=CC(C(F)(F)F)=C(C=1)C(O)=O. Product: [F:74][C:72]1[CH:71]=[CH:70][C:69]([C:75]([F:77])([F:76])[F:78])=[C:68]([CH:73]=1)[C:67]([N:64]1[CH2:65][CH2:66][N:61]([C:59](=[O:60])[CH2:58][NH:57][C:43]([C:40]2[CH:39]=[C:38]([C:35]3[CH:34]=[CH:33][C:32]([F:31])=[CH:37][CH:36]=3)[NH:42][N:41]=2)=[O:45])[CH2:62][CH2:63]1)=[O:79]. The catalyst class is: 3. (2) Reactant: [C:1]([O:5][C:6]([N:8]1[CH2:15][C:14]2[C:13]([NH2:16])=[N:12][NH:11][C:10]=2[CH:9]1[CH2:17][O:18][C:19]([CH3:22])([CH3:21])[CH3:20])=[O:7])([CH3:4])([CH3:3])[CH3:2].[Cl:23][CH2:24][C:25]([CH2:27]C(=O)C)=O.C([O-])(O)=O.[Na+].[C:36](O)(=O)[CH3:37]. Product: [C:1]([O:5][C:6]([N:8]1[CH2:15][C:14]2=[C:13]3[N:12]([N:11]=[C:10]2[CH:9]1[CH2:17][O:18][C:19]([CH3:22])([CH3:21])[CH3:20])[C:25]([CH3:27])=[C:24]([Cl:23])[C:36]([CH3:37])=[N:16]3)=[O:7])([CH3:4])([CH3:3])[CH3:2]. The catalyst class is: 6. (3) Reactant: [CH:1]1([C:4]2[O:8][N:7]=[C:6]([C:9]3[CH:14]=[CH:13][CH:12]=[CH:11][C:10]=3[O:15][CH:16]([F:18])[F:17])[C:5]=2[CH2:19][O:20][CH:21]2[CH2:27][CH:26]3[N:28]([C:29]4[CH:36]=[CH:35][C:32]([C:33]#[N:34])=[CH:31][C:30]=4[F:37])[CH:23]([CH2:24][CH2:25]3)[CH2:22]2)[CH2:3][CH2:2]1.[N-:38]=[N+:39]=[N-:40].[Na+].[Cl-].[NH4+]. Product: [CH:1]1([C:4]2[O:8][N:7]=[C:6]([C:9]3[CH:14]=[CH:13][CH:12]=[CH:11][C:10]=3[O:15][CH:16]([F:17])[F:18])[C:5]=2[CH2:19][O:20][CH:21]2[CH2:22][CH:23]3[N:28]([C:29]4[CH:36]=[CH:35][C:32]([C:33]5[N:38]=[N:39][NH:40][N:34]=5)=[CH:31][C:30]=4[F:37])[CH:26]([CH2:25][CH2:24]3)[CH2:27]2)[CH2:3][CH2:2]1. The catalyst class is: 675. (4) Reactant: [O:1]=[C:2]1[C:6]([C:13]2[CH:18]=[CH:17][CH:16]=[CH:15][CH:14]=2)([C:7]2[CH:12]=[CH:11][CH:10]=[CH:9][CH:8]=2)[CH2:5][CH2:4][N:3]1[CH2:19][C:20](Cl)=[O:21].[F:23][C:24]([F:33])([F:32])[C:25]1[CH:26]=[CH:27][C:28]([NH2:31])=[N:29][CH:30]=1.CN1CCOCC1. Product: [O:1]=[C:2]1[C:6]([C:13]2[CH:18]=[CH:17][CH:16]=[CH:15][CH:14]=2)([C:7]2[CH:12]=[CH:11][CH:10]=[CH:9][CH:8]=2)[CH2:5][CH2:4][N:3]1[CH2:19][C:20]([NH:31][C:28]1[CH:27]=[CH:26][C:25]([C:24]([F:32])([F:23])[F:33])=[CH:30][N:29]=1)=[O:21]. The catalyst class is: 4. (5) Reactant: C([O:7][CH2:8][C:9]([F:15])([F:14])[S:10]([O-:13])(=[O:12])=[O:11])(=O)C(C)(C)C.[C:16]1([S+:22]([C:29]2[CH:34]=[CH:33][CH:32]=[CH:31][CH:30]=2)[C:23]2[CH:28]=[CH:27][CH:26]=[CH:25][CH:24]=2)[CH:21]=[CH:20][CH:19]=[CH:18][CH:17]=1.[OH-].[Na+].Cl. Product: [F:14][C:9]([F:15])([S:10]([O-:13])(=[O:12])=[O:11])[CH2:8][OH:7].[C:29]1([S+:22]([C:16]2[CH:17]=[CH:18][CH:19]=[CH:20][CH:21]=2)[C:23]2[CH:28]=[CH:27][CH:26]=[CH:25][CH:24]=2)[CH:30]=[CH:31][CH:32]=[CH:33][CH:34]=1. The catalyst class is: 5. (6) Reactant: [NH2:1][C:2]1[CH:9]=[CH:8][C:5]([C:6]#[N:7])=[CH:4][CH:3]=1.Cl[CH2:11][C:12]([O-:14])=[O:13].[Na+]. Product: [C:6]([C:5]1[CH:8]=[CH:9][C:2]([NH:1][CH2:11][C:12]([OH:14])=[O:13])=[CH:3][CH:4]=1)#[N:7]. The catalyst class is: 6. (7) Product: [S:1]1[C:5]([CH:20]([OH:21])[C:19]2[CH:22]=[CH:23][C:16]([Cl:15])=[CH:17][CH:18]=2)=[CH:4][C:3]2[CH:6]=[CH:7][CH:8]=[CH:9][C:2]1=2. The catalyst class is: 1. Reactant: [S:1]1[CH:5]=[CH:4][C:3]2[CH:6]=[CH:7][CH:8]=[CH:9][C:2]1=2.[Li]C(C)(C)C.[Cl:15][C:16]1[CH:23]=[CH:22][C:19]([CH:20]=[O:21])=[CH:18][CH:17]=1. (8) Reactant: [Cl:1][C:2]1[CH:3]=[C:4]([S:9]([C:12]2[CH:17]=[CH:16][C:15]([CH2:18][CH2:19][NH:20]C(=O)C(F)(F)F)=[CH:14][CH:13]=2)(=[O:11])=[O:10])[CH:5]=[CH:6][C:7]=1[OH:8].[OH-].[Na+].Cl. Product: [NH2:20][CH2:19][CH2:18][C:15]1[CH:16]=[CH:17][C:12]([S:9]([C:4]2[CH:5]=[CH:6][C:7]([OH:8])=[C:2]([Cl:1])[CH:3]=2)(=[O:10])=[O:11])=[CH:13][CH:14]=1. The catalyst class is: 5. (9) Reactant: [CH2:1]([C:3]([C:8]1[C:9]([CH3:14])=[N:10][CH:11]=[CH:12][CH:13]=1)([O:6][CH3:7])[CH2:4][CH3:5])[CH3:2].ClC1C=C(C=CC=1)C(OO)=[O:20]. Product: [CH2:1]([C:3]([C:8]1[C:9]([CH3:14])=[N+:10]([O-:20])[CH:11]=[CH:12][CH:13]=1)([O:6][CH3:7])[CH2:4][CH3:5])[CH3:2]. The catalyst class is: 2.